Dataset: Forward reaction prediction with 1.9M reactions from USPTO patents (1976-2016). Task: Predict the product of the given reaction. (1) Given the reactants [Br:1][C:2]1[CH:3]=[C:4]([C:11]([CH3:14])([CH3:13])[OH:12])[CH:5]=[C:6]([O:9][CH3:10])[C:7]=1[OH:8].[Cl:15][C:16]1[N:21]=[C:20](Cl)[N:19]=[C:18]([CH3:23])[N:17]=1, predict the reaction product. The product is: [Br:1][C:2]1[CH:3]=[C:4]([C:11]([CH3:14])([CH3:13])[OH:12])[CH:5]=[C:6]([O:9][CH3:10])[C:7]=1[O:8][C:20]1[N:21]=[C:16]([Cl:15])[N:17]=[C:18]([CH3:23])[N:19]=1. (2) Given the reactants [N:1]1[CH:6]=[CH:5][CH:4]=[CH:3][C:2]=1[CH2:7][N:8]1[C:16]2[C:11](=[CH:12][CH:13]=[CH:14][CH:15]=2)[C:10]([C:17]([O:19]C)=[O:18])=[N:9]1.[OH-].[Na+], predict the reaction product. The product is: [N:1]1[CH:6]=[CH:5][CH:4]=[CH:3][C:2]=1[CH2:7][N:8]1[C:16]2[C:11](=[CH:12][CH:13]=[CH:14][CH:15]=2)[C:10]([C:17]([OH:19])=[O:18])=[N:9]1. (3) Given the reactants [CH3:1][C:2]1[O:6][N:5]=[C:4]([C:7]2[S:11][C:10]([NH2:12])=[N:9][C:8]=2[C:13]2[CH:18]=[CH:17][CH:16]=[CH:15][CH:14]=2)[N:3]=1.[S:19]1[CH:23]=[CH:22][C:21]([C:24](Cl)=[O:25])=[CH:20]1, predict the reaction product. The product is: [CH3:1][C:2]1[O:6][N:5]=[C:4]([C:7]2[S:11][C:10]([NH:12][C:24]([C:21]3[CH:22]=[CH:23][S:19][CH:20]=3)=[O:25])=[N:9][C:8]=2[C:13]2[CH:14]=[CH:15][CH:16]=[CH:17][CH:18]=2)[N:3]=1. (4) Given the reactants C([N-]C(C)C)(C)C.[Li+].[C:9]1([CH:15]([O:18][Si](C)(C)C)[C:16]#[N:17])[CH:14]=[CH:13][CH:12]=[CH:11][CH:10]=1.Cl[C:24]1[C:29]([C:30]([O:32][CH2:33][CH3:34])=[O:31])=CN=[C:26]([S:35][CH3:36])[N:25]=1.[F-].C([N+](CCCC)(CCCC)CCCC)CCC, predict the reaction product. The product is: [C:15]([C:16]1[C:29]([C:30]([O:32][CH2:33][CH3:34])=[O:31])=[CH:24][N:25]=[C:26]([S:35][CH3:36])[N:17]=1)(=[O:18])[C:9]1[CH:14]=[CH:13][CH:12]=[CH:11][CH:10]=1. (5) Given the reactants [CH2:1]([CH2:11][C:12](=[CH:14][CH2:15][CH2:16]/[C:17](=[CH:19]/[CH2:20][OH:21])/[CH3:18])[CH3:13])/[CH:2]=[C:3](/[CH2:5][CH2:6][CH:7]=[C:8]([CH3:10])[CH3:9])\[CH3:4].[CH3:22][CH2:23][CH2:24][CH2:25][CH2:26][CH2:27][CH2:28][CH2:29][CH2:30][CH2:31][CH2:32][CH2:33][CH2:34][CH2:35][CH2:36][CH2:37][CH2:38][C:39](=O)[O:40]CC(C[O:40][C:39](=O)[CH2:38][CH2:37][CH2:36][CH2:35][CH2:34][CH2:33][CH2:32][CH2:31][CH2:30][CH2:29][CH2:28][CH2:27][CH2:26][CH2:25][CH2:24][CH2:23][CH3:22])[O:40][C:39](=O)[CH2:38][CH2:37][CH2:36][CH2:35][CH2:34][CH2:33][CH2:32][CH2:31][CH2:30][CH2:29][CH2:28][CH2:27][CH2:26][CH2:25][CH2:24][CH2:23][CH3:22].CCCCCC, predict the reaction product. The product is: [C:39]([O:21][CH2:20]/[CH:19]=[C:17](/[CH2:16][CH2:15]/[CH:14]=[C:12](\[CH3:13])/[CH2:11][CH2:1]/[CH:2]=[C:3](/[CH2:5][CH2:6][CH:7]=[C:8]([CH3:10])[CH3:9])\[CH3:4])\[CH3:18])(=[O:40])[CH2:38][CH2:37][CH2:36][CH2:35][CH2:34][CH2:33][CH2:32][CH2:31][CH2:30][CH2:29][CH2:28][CH2:27][CH2:26][CH2:25][CH2:24][CH2:23][CH3:22]. (6) Given the reactants I[C:2]1[N:6]([CH2:7][CH:8]([CH3:10])[CH3:9])[CH:5]=[N:4][C:3]=1[C:11]#[N:12].O.Cl.[NH2:15][C:16]1[CH:21]=[CH:20][CH:19]=[CH:18][C:17]=1B(O)O.C(=O)([O-])[O-].[K+].[K+], predict the reaction product. The product is: [NH2:15][C:16]1[CH:21]=[CH:20][CH:19]=[CH:18][C:17]=1[C:2]1[N:6]([CH2:7][CH:8]([CH3:10])[CH3:9])[CH:5]=[N:4][C:3]=1[C:11]#[N:12]. (7) Given the reactants [Cl:1][C:2]1[CH:3]=[C:4]([NH:8][CH2:9][C:10]2[C:19]3[C:14](=[C:15]([F:20])[CH:16]=[CH:17][CH:18]=3)[NH:13][C:12](=[O:21])[CH:11]=2)[CH:5]=[CH:6][CH:7]=1.[CH:22]1[C:31]2[C:26](=[CH:27][CH:28]=[CH:29][CH:30]=2)[CH:25]=[CH:24][C:23]=1[C:32](Cl)=[O:33], predict the reaction product. The product is: [Cl:1][C:2]1[CH:3]=[C:4]([N:8]([CH2:9][C:10]2[C:19]3[C:14](=[C:15]([F:20])[CH:16]=[CH:17][CH:18]=3)[NH:13][C:12](=[O:21])[CH:11]=2)[C:32]([C:23]2[CH:24]=[CH:25][C:26]3[C:31](=[CH:30][CH:29]=[CH:28][CH:27]=3)[CH:22]=2)=[O:33])[CH:5]=[CH:6][CH:7]=1.